From a dataset of Forward reaction prediction with 1.9M reactions from USPTO patents (1976-2016). Predict the product of the given reaction. (1) Given the reactants [H-].[H-].[H-].[H-].[Li+].[Al+3].CC(O)C.C(=O)=O.[O:14]1[C:18]2([CH2:23][CH2:22][CH:21]([C:24](OCC)=[O:25])[CH2:20][CH2:19]2)[O:17][CH2:16][CH2:15]1, predict the reaction product. The product is: [O:14]1[C:18]2([CH2:23][CH2:22][CH:21]([CH2:24][OH:25])[CH2:20][CH2:19]2)[O:17][CH2:16][CH2:15]1. (2) Given the reactants C([O:5][C:6](=O)[NH:7][C@H:8]([CH2:23][C:24]1[CH:29]=[C:28]([F:30])[C:27]([F:31])=[CH:26][C:25]=1[F:32])[CH2:9][C:10](=O)[NH:11][NH:12][C:13]1[N:18]2[N:19]=[CH:20][N:21]=[C:17]2[CH:16]=[CH:15][N:14]=1)(C)(C)C.[C:34](O)(=O)C, predict the reaction product. The product is: [N:12]1[N:11]=[C:10]([CH2:9][C@H:8]([NH:7][C:6](=[O:5])[CH3:34])[CH2:23][C:24]2[CH:29]=[C:28]([F:30])[C:27]([F:31])=[CH:26][C:25]=2[F:32])[N:14]2[CH:15]=[CH:16][C:17]3=[N:21][CH:20]=[N:19][N:18]3[C:13]=12.